Dataset: Forward reaction prediction with 1.9M reactions from USPTO patents (1976-2016). Task: Predict the product of the given reaction. (1) Given the reactants C([O:4][CH2:5][CH:6]1[CH2:10][CH2:9][N:8]([C:11]2[CH:16]=[CH:15][C:14]([C:17]3[CH:22]=[CH:21][C:20]([O:23][CH2:24][CH2:25][O:26][CH2:27][CH2:28][CH2:29][CH3:30])=[CH:19][CH:18]=3)=[CH:13][C:12]=2/[CH:31]=[C:32](\[CH3:53])/[C:33]([NH:35][C:36]2[CH:41]=[CH:40][C:39]([S@:42]([CH2:44][C:45]3[N:49]([CH2:50][CH2:51][CH3:52])[CH:48]=[N:47][CH:46]=3)=[O:43])=[CH:38][CH:37]=2)=[O:34])[CH2:7]1)(=O)C.[OH-].[Na+].O, predict the reaction product. The product is: [CH2:27]([O:26][CH2:25][CH2:24][O:23][C:20]1[CH:19]=[CH:18][C:17]([C:14]2[CH:15]=[CH:16][C:11]([N:8]3[CH2:9][CH2:10][CH:6]([CH2:5][OH:4])[CH2:7]3)=[C:12](/[CH:31]=[C:32](\[CH3:53])/[C:33]([NH:35][C:36]3[CH:37]=[CH:38][C:39]([S@:42]([CH2:44][C:45]4[N:49]([CH2:50][CH2:51][CH3:52])[CH:48]=[N:47][CH:46]=4)=[O:43])=[CH:40][CH:41]=3)=[O:34])[CH:13]=2)=[CH:22][CH:21]=1)[CH2:28][CH2:29][CH3:30]. (2) Given the reactants [C:1]([O:5][C:6]([N:8]1[CH2:13][CH2:12][N:11]([C:14]2[CH:19]=[N:18][CH:17]=[C:16](Cl)[N:15]=2)[CH2:10][CH2:9]1)=[O:7])([CH3:4])([CH3:3])[CH3:2].[CH3:21][C:22]1([CH3:37])[CH2:31][CH2:30][C:29]([CH3:33])([CH3:32])[C:28]2[CH:27]=[C:26](B(O)O)[CH:25]=[CH:24][C:23]1=2, predict the reaction product. The product is: [C:1]([O:5][C:6]([N:8]1[CH2:13][CH2:12][N:11]([C:14]2[CH:19]=[N:18][CH:17]=[C:16]([C:26]3[CH:25]=[CH:24][C:23]4[C:22]([CH3:37])([CH3:21])[CH2:31][CH2:30][C:29]([CH3:33])([CH3:32])[C:28]=4[CH:27]=3)[N:15]=2)[CH2:10][CH2:9]1)=[O:7])([CH3:4])([CH3:3])[CH3:2]. (3) Given the reactants C[Mg]Cl.[CH3:4][Zn]C.[CH2:7]([C@@H:10]1[CH2:14][C:13](=[O:15])[CH:12]=[CH:11]1)[CH2:8][CH3:9], predict the reaction product. The product is: [CH3:4][C@H:11]1[C@H:10]([CH2:7][CH2:8][CH3:9])[CH2:14][C:13](=[O:15])[CH2:12]1. (4) Given the reactants [Na].Br[C:3]1[CH:8]=[CH:7][CH:6]=[C:5]([Br:9])[N:4]=1.CCCC(C)C.[CH:16]([OH:19])([CH3:18])[CH3:17], predict the reaction product. The product is: [Br:9][C:5]1[CH:6]=[CH:7][CH:8]=[C:3]([O:19][CH:16]([CH3:18])[CH3:17])[N:4]=1.